This data is from Catalyst prediction with 721,799 reactions and 888 catalyst types from USPTO. The task is: Predict which catalyst facilitates the given reaction. (1) Reactant: I[C:2]1[CH:3]=[C:4]([N:11]2[CH2:16][CH2:15][O:14][CH2:13][CH2:12]2)[CH:5]=[C:6]([N+:8]([O-:10])=[O:9])[CH:7]=1.[CH3:17][C:18]1([CH3:34])[C:22]([CH3:24])([CH3:23])[O:21][B:20]([B:20]2[O:21][C:22]([CH3:24])([CH3:23])[C:18]([CH3:34])([CH3:17])[O:19]2)[O:19]1.C([O-])(=O)C.[K+].CS(C)=O. Product: [N+:8]([C:6]1[CH:5]=[C:4]([N:11]2[CH2:16][CH2:15][O:14][CH2:13][CH2:12]2)[CH:3]=[C:2]([B:20]2[O:21][C:22]([CH3:24])([CH3:23])[C:18]([CH3:34])([CH3:17])[O:19]2)[CH:7]=1)([O-:10])=[O:9]. The catalyst class is: 6. (2) Reactant: [CH3:1][C:2]1[CH:7]=[CH:6][C:5]([S:8]([O:11][CH2:12][CH:13]2[CH2:17][C:16]3[CH:18]=[C:19]([F:23])[CH:20]=[C:21](Br)[C:15]=3[O:14]2)(=[O:10])=[O:9])=[CH:4][CH:3]=1.[CH3:24][C:25]1[CH:30]=[CH:29][CH:28]=[CH:27][C:26]=1B(O)O.C(=O)([O-])[O-].[K+].[K+].CC1C=CC(S(OCC2CC3C(C4C=CC=CC=4)=CC=CC=3O2)(=O)=O)=CC=1. Product: [CH3:1][C:2]1[CH:7]=[CH:6][C:5]([S:8]([O:11][CH2:12][CH:13]2[CH2:17][C:16]3[CH:18]=[C:19]([F:23])[CH:20]=[C:21]([C:26]4[CH:27]=[CH:28][CH:29]=[CH:30][C:25]=4[CH3:24])[C:15]=3[O:14]2)(=[O:10])=[O:9])=[CH:4][CH:3]=1. The catalyst class is: 608. (3) Reactant: [OH-].[Na+].[CH3:3][O:4][C:5]([C:7]12[CH2:13][C:10]([C:14]([O:16]C)=[O:15])([CH2:11][CH2:12]1)[CH2:9][CH2:8]2)=[O:6]. Product: [CH3:3][O:4][C:5]([C:7]12[CH2:13][C:10]([C:14]([OH:16])=[O:15])([CH2:11][CH2:12]1)[CH2:9][CH2:8]2)=[O:6]. The catalyst class is: 92. (4) Reactant: [Si:1]([O:8][CH:9]1[CH2:14][CH2:13][CH:12]([C:15]2[N:20]=[C:19]([C:21]([O:23]C)=[O:22])[CH:18]=[CH:17][C:16]=2[F:25])[CH2:11][CH2:10]1)([C:4]([CH3:7])([CH3:6])[CH3:5])([CH3:3])[CH3:2].[Li+].[OH-].Cl.C(OCC)(=O)C. Product: [Si:1]([O:8][CH:9]1[CH2:10][CH2:11][CH:12]([C:15]2[N:20]=[C:19]([C:21]([OH:23])=[O:22])[CH:18]=[CH:17][C:16]=2[F:25])[CH2:13][CH2:14]1)([C:4]([CH3:7])([CH3:6])[CH3:5])([CH3:3])[CH3:2]. The catalyst class is: 36. (5) Reactant: [CH3:1][C@@H:2]1[CH:7]=[CH:6][CH2:5][C:4]([CH3:9])([CH3:8])[C@H:3]1[C:10]([OH:12])=[O:11].[CH2:13](Br)[CH3:14].C([O-])([O-])=O.[K+].[K+].Cl. The catalyst class is: 3. Product: [CH3:1][C@@H:2]1[CH:7]=[CH:6][CH2:5][C:4]([CH3:8])([CH3:9])[C@H:3]1[C:10]([O:12][CH2:13][CH3:14])=[O:11].